The task is: Regression. Given two drug SMILES strings and cell line genomic features, predict the synergy score measuring deviation from expected non-interaction effect.. This data is from NCI-60 drug combinations with 297,098 pairs across 59 cell lines. (1) Drug 1: C(CN)CNCCSP(=O)(O)O. Drug 2: CC12CCC3C(C1CCC2OP(=O)(O)O)CCC4=C3C=CC(=C4)OC(=O)N(CCCl)CCCl.[Na+]. Cell line: UACC-257. Synergy scores: CSS=0.469, Synergy_ZIP=-1.67, Synergy_Bliss=-3.25, Synergy_Loewe=-4.73, Synergy_HSA=-4.06. (2) Drug 1: CC1=C(C=C(C=C1)NC(=O)C2=CC=C(C=C2)CN3CCN(CC3)C)NC4=NC=CC(=N4)C5=CN=CC=C5. Drug 2: CC(C)NC(=O)C1=CC=C(C=C1)CNNC.Cl. Cell line: RPMI-8226. Synergy scores: CSS=2.94, Synergy_ZIP=-2.47, Synergy_Bliss=-3.70, Synergy_Loewe=-8.49, Synergy_HSA=-7.19. (3) Drug 1: CC12CCC(CC1=CCC3C2CCC4(C3CC=C4C5=CN=CC=C5)C)O. Drug 2: CN(C(=O)NC(C=O)C(C(C(CO)O)O)O)N=O. Cell line: HS 578T. Synergy scores: CSS=8.24, Synergy_ZIP=-0.501, Synergy_Bliss=1.26, Synergy_Loewe=-3.07, Synergy_HSA=-1.53. (4) Drug 1: CC1=C(C(CCC1)(C)C)C=CC(=CC=CC(=CC(=O)O)C)C. Drug 2: C1=CC=C(C=C1)NC(=O)CCCCCCC(=O)NO. Cell line: RPMI-8226. Synergy scores: CSS=50.7, Synergy_ZIP=0.862, Synergy_Bliss=1.88, Synergy_Loewe=1.77, Synergy_HSA=5.57. (5) Cell line: NCI/ADR-RES. Drug 1: C1CN1C2=NC(=NC(=N2)N3CC3)N4CC4. Drug 2: CCC1=CC2CC(C3=C(CN(C2)C1)C4=CC=CC=C4N3)(C5=C(C=C6C(=C5)C78CCN9C7C(C=CC9)(C(C(C8N6C)(C(=O)OC)O)OC(=O)C)CC)OC)C(=O)OC.C(C(C(=O)O)O)(C(=O)O)O. Synergy scores: CSS=30.6, Synergy_ZIP=-8.74, Synergy_Bliss=-7.02, Synergy_Loewe=-14.2, Synergy_HSA=-3.49. (6) Drug 1: C1=CC(=CC=C1C#N)C(C2=CC=C(C=C2)C#N)N3C=NC=N3. Drug 2: C1CN1C2=NC(=NC(=N2)N3CC3)N4CC4. Cell line: HCT-15. Synergy scores: CSS=44.1, Synergy_ZIP=4.51, Synergy_Bliss=0.971, Synergy_Loewe=6.86, Synergy_HSA=3.69. (7) Drug 1: C1CCC(C1)C(CC#N)N2C=C(C=N2)C3=C4C=CNC4=NC=N3. Drug 2: CCN(CC)CCCC(C)NC1=C2C=C(C=CC2=NC3=C1C=CC(=C3)Cl)OC. Cell line: IGROV1. Synergy scores: CSS=11.9, Synergy_ZIP=2.66, Synergy_Bliss=4.02, Synergy_Loewe=-0.314, Synergy_HSA=2.94.